The task is: Predict the product of the given reaction.. This data is from Forward reaction prediction with 1.9M reactions from USPTO patents (1976-2016). Given the reactants [NH:1]([C:6]([O:8][C:9]([CH3:12])([CH3:11])[CH3:10])=[O:7])[CH2:2][C:3](O)=[O:4].CO[N-]C.[H-].[H-].[H-].[H-].[Li+].[Al+3].C(OCC)C.S([O-])(O)(=O)=O.[K+], predict the reaction product. The product is: [C:6]([NH:1][CH2:2][CH:3]=[O:4])([O:8][C:9]([CH3:10])([CH3:11])[CH3:12])=[O:7].